From a dataset of Full USPTO retrosynthesis dataset with 1.9M reactions from patents (1976-2016). Predict the reactants needed to synthesize the given product. Given the product [C:1]([C:3]1[CH:8]=[CH:7][C:6]([NH:9][CH:10]2[CH2:11][CH2:12][NH:13][CH2:14][CH2:15]2)=[CH:5][C:4]=1[C:23]([F:26])([F:24])[F:25])#[N:2], predict the reactants needed to synthesize it. The reactants are: [C:1]([C:3]1[CH:8]=[CH:7][C:6]([NH:9][CH:10]2[CH2:15][CH2:14][N:13](C(OC(C)(C)C)=O)[CH2:12][CH2:11]2)=[CH:5][C:4]=1[C:23]([F:26])([F:25])[F:24])#[N:2].FC(F)(F)C(O)=O.